This data is from Catalyst prediction with 721,799 reactions and 888 catalyst types from USPTO. The task is: Predict which catalyst facilitates the given reaction. (1) Reactant: [ClH:1].[F:2][C:3]1[CH:51]=[CH:50][CH:49]=[CH:48][C:4]=1[CH2:5][NH:6][C:7](=[O:47])[CH2:8][CH:9]1[C:15](=[O:16])[N:14]([C:17]2[CH:22]=[CH:21][C:20]([CH2:23][NH:24]C(OC(C)(C)C)=O)=[CH:19][CH:18]=2)[C:13]2[CH:32]=[CH:33][CH:34]=[CH:35][C:12]=2[N:11]([CH2:36][C:37](=[O:45])[NH:38][C:39]2[CH:44]=[CH:43][CH:42]=[CH:41][CH:40]=2)[C:10]1=[O:46]. Product: [ClH:1].[F:2][C:3]1[CH:51]=[CH:50][CH:49]=[CH:48][C:4]=1[CH2:5][NH:6][C:7](=[O:47])[CH2:8][CH:9]1[C:15](=[O:16])[N:14]([C:17]2[CH:18]=[CH:19][C:20]([CH2:23][NH2:24])=[CH:21][CH:22]=2)[C:13]2[CH:32]=[CH:33][CH:34]=[CH:35][C:12]=2[N:11]([CH2:36][C:37](=[O:45])[NH:38][C:39]2[CH:40]=[CH:41][CH:42]=[CH:43][CH:44]=2)[C:10]1=[O:46]. The catalyst class is: 13. (2) Reactant: [O:1]=[C:2]1[C:7]2[C:8]([C:11]3[CH:12]=[C:13]([C:16]([NH2:18])=[O:17])[S:14][CH:15]=3)=[N:9][NH:10][C:6]=2[CH:5]=[CH:4][NH:3]1.[H-].[Na+].Br[CH:22]([CH2:25][CH3:26])[CH2:23][CH3:24]. Product: [O:1]=[C:2]1[C:7]2[C:8]([C:11]3[CH:12]=[C:13]([C:16]([NH2:18])=[O:17])[S:14][CH:15]=3)=[N:9][N:10]([CH:22]([CH2:25][CH3:26])[CH2:23][CH3:24])[C:6]=2[CH:5]=[CH:4][NH:3]1. The catalyst class is: 3. (3) Reactant: C[O:2][C:3](=O)[CH2:4][CH2:5][C:6]1[CH:15]=[CH:14][C:13]2[C:8](=[CH:9][CH:10]=[C:11]([CH2:16][O:17][Si:18]([C:21]([CH3:24])([CH3:23])[CH3:22])([CH3:20])[CH3:19])[CH:12]=2)[CH:7]=1.[H-].[Al+3].[Li+].[H-].[H-].[H-].CO.C(C(C(C([O-])=O)O)O)([O-])=O.[Na+].[K+]. Product: [Si:18]([O:17][CH2:16][C:11]1[CH:12]=[C:13]2[C:8](=[CH:9][CH:10]=1)[CH:7]=[C:6]([CH2:5][CH2:4][CH2:3][OH:2])[CH:15]=[CH:14]2)([C:21]([CH3:24])([CH3:23])[CH3:22])([CH3:20])[CH3:19]. The catalyst class is: 1. (4) Reactant: Br[C:2]1[N:3]=[C:4]([C:23]2[O:27][N:26]=[C:25]([C:28]3[CH:33]=[CH:32][C:31]([CH2:34][N:35]([C:42]([O:44][C:45]([CH3:48])([CH3:47])[CH3:46])=[O:43])[CH:36]4[CH2:41][CH2:40][O:39][CH2:38][CH2:37]4)=[CH:30][CH:29]=3)[CH:24]=2)[C:5]([N:8]([C:16]([O:18][C:19]([CH3:22])([CH3:21])[CH3:20])=[O:17])[C:9](=[O:15])[O:10][C:11]([CH3:14])([CH3:13])[CH3:12])=[N:6][CH:7]=1.C([O-])([O-])=O.[K+].[K+].[CH:55]([S:58]([C:61]1[CH:66]=[CH:65][C:64](B(O)O)=[CH:63][CH:62]=1)(=[O:60])=[O:59])([CH3:57])[CH3:56]. Product: [C:19]([O:18][C:16]([N:8]([C:5]1[C:4]([C:23]2[O:27][N:26]=[C:25]([C:28]3[CH:33]=[CH:32][C:31]([CH2:34][N:35]([C:42]([O:44][C:45]([CH3:46])([CH3:47])[CH3:48])=[O:43])[CH:36]4[CH2:41][CH2:40][O:39][CH2:38][CH2:37]4)=[CH:30][CH:29]=3)[CH:24]=2)=[N:3][C:2]([C:64]2[CH:63]=[CH:62][C:61]([S:58]([CH:55]([CH3:57])[CH3:56])(=[O:60])=[O:59])=[CH:66][CH:65]=2)=[CH:7][N:6]=1)[C:9](=[O:15])[O:10][C:11]([CH3:14])([CH3:12])[CH3:13])=[O:17])([CH3:21])([CH3:20])[CH3:22]. The catalyst class is: 93. (5) Reactant: C([O:4][C@@H:5]1[C@H:9]([O:10]C(=O)C)[C@@H:8]([C:14]2[N:15]=[N:16][N:17]([CH2:19][CH3:20])[N:18]=2)[O:7][C@H:6]1[N:21]1[CH:29]=[N:28][C:27]2[C:22]1=[N:23][C:24]([CH2:45][NH:46][C:47]([NH:49][CH2:50][CH2:51][N:52]([CH:56]1[CH2:60][CH2:59][CH2:58][CH2:57]1)[CH:53]([CH3:55])[CH3:54])=[O:48])=[N:25][C:26]=2[NH:30][CH2:31][CH:32]([C:39]1[CH:44]=[CH:43][CH:42]=[CH:41][CH:40]=1)[C:33]1[CH:38]=[CH:37][CH:36]=[CH:35][CH:34]=1)(=O)C.C(=O)([O-])[O-].[Na+].[Na+]. Product: [CH:56]1([N:52]([CH:53]([CH3:54])[CH3:55])[CH2:51][CH2:50][NH:49][C:47]([NH:46][CH2:45][C:24]2[N:23]=[C:22]3[C:27]([N:28]=[CH:29][N:21]3[C@H:6]3[C@H:5]([OH:4])[C@H:9]([OH:10])[C@@H:8]([C:14]4[N:15]=[N:16][N:17]([CH2:19][CH3:20])[N:18]=4)[O:7]3)=[C:26]([NH:30][CH2:31][CH:32]([C:33]3[CH:34]=[CH:35][CH:36]=[CH:37][CH:38]=3)[C:39]3[CH:44]=[CH:43][CH:42]=[CH:41][CH:40]=3)[N:25]=2)=[O:48])[CH2:57][CH2:58][CH2:59][CH2:60]1. The catalyst class is: 5. (6) Reactant: C([O:8][C:9]1[C:16]([O:17][CH2:18][CH3:19])=[CH:15][C:12]([CH:13]=[O:14])=[C:11]([N+:20]([O-:22])=[O:21])[CH:10]=1)C1C=CC=CC=1.Cl. Product: [CH2:18]([O:17][C:16]1[C:9]([OH:8])=[CH:10][C:11]([N+:20]([O-:22])=[O:21])=[C:12]([CH:15]=1)[CH:13]=[O:14])[CH3:19]. The catalyst class is: 15.